This data is from Forward reaction prediction with 1.9M reactions from USPTO patents (1976-2016). The task is: Predict the product of the given reaction. (1) The product is: [Cl:4][CH2:3][CH2:2][O:20][C:16]1[C:15]2[CH:14]=[CH:13][CH:12]=[C:11]([CH3:10])[C:19]=2[O:18][N:17]=1. Given the reactants Br[CH2:2][CH2:3][Cl:4].CN(C=O)C.[CH3:10][C:11]1[C:19]2[O:18][N:17]=[C:16]([OH:20])[C:15]=2[CH:14]=[CH:13][CH:12]=1.C(=O)([O-])[O-].[K+].[K+], predict the reaction product. (2) Given the reactants [CH3:1][C:2]1[CH:3]=[CH:4][C:5]([NH:21][C:22]([C:24]2[CH:25]=[CH:26][C:27]([CH2:30][N:31]3[CH2:36][CH2:35][N:34]([CH3:37])[CH2:33][CH2:32]3)=[CH:28][CH:29]=2)=[O:23])=[CH:6][C:7]=1[NH:8][C:9]1[N:10]=[CH:11][CH:12]=[C:13]([C:15]2[CH:16]=[CH:17][CH:18]=[N:19][CH:20]=2)[N:14]=1.[C:38](=[O:46])([O:42][CH:43]([CH3:45])[CH3:44])[O:39][CH2:40][I:41], predict the reaction product. The product is: [I-:41].[CH:43]([O:42][C:38]([O:39][CH2:40][N+:34]1([CH3:37])[CH2:33][CH2:32][N:31]([CH2:30][C:27]2[CH:26]=[CH:25][C:24]([C:22](=[O:23])[NH:21][C:5]3[CH:4]=[CH:3][C:2]([CH3:1])=[C:7]([NH:8][C:9]4[N:14]=[C:13]([C:15]5[CH:20]=[N:19][CH:18]=[CH:17][CH:16]=5)[CH:12]=[CH:11][N:10]=4)[CH:6]=3)=[CH:29][CH:28]=2)[CH2:36][CH2:35]1)=[O:46])([CH3:45])[CH3:44].